Task: Predict the reactants needed to synthesize the given product.. Dataset: Full USPTO retrosynthesis dataset with 1.9M reactions from patents (1976-2016) (1) The reactants are: [CH3:1][O:2][C:3]1[CH:8]=[CH:7][C:6]([NH:9][C:10]2[CH:15]=[CH:14][N:13]=[C:12]([NH:16][C@@H:17]([CH3:22])[C:18]([CH3:21])([OH:20])[CH3:19])[N:11]=2)=[CH:5][CH:4]=1.[Cl:23][C:24]1[CH:29]=[CH:28][CH:27]=[CH:26][C:25]=1[N:30]=[C:31]=[O:32]. Given the product [Cl:23][C:24]1[CH:29]=[CH:28][CH:27]=[CH:26][C:25]=1[NH:30][C:31](=[O:32])[N:9]([C:10]1[CH:15]=[CH:14][N:13]=[C:12]([NH:16][C@@H:17]([CH3:22])[C:18]([OH:20])([CH3:21])[CH3:19])[N:11]=1)[C:6]1[CH:5]=[CH:4][C:3]([O:2][CH3:1])=[CH:8][CH:7]=1, predict the reactants needed to synthesize it. (2) Given the product [CH3:1][N:2]([C@@H:3]1[CH2:7][CH2:6][N:5]([C:8]2[C:9]3[CH:16]=[CH:15][N:14]([CH2:17][O:18][CH2:19][CH2:20][Si:21]([CH3:23])([CH3:22])[CH3:24])[C:10]=3[N:11]=[CH:12][N:13]=2)[CH2:4]1)[C:26]1[CH:27]=[C:28]([CH:31]=[CH:32][CH:33]=1)[C:29]#[N:30], predict the reactants needed to synthesize it. The reactants are: [CH3:1][NH:2][C@@H:3]1[CH2:7][CH2:6][N:5]([C:8]2[C:9]3[CH:16]=[CH:15][N:14]([CH2:17][O:18][CH2:19][CH2:20][Si:21]([CH3:24])([CH3:23])[CH3:22])[C:10]=3[N:11]=[CH:12][N:13]=2)[CH2:4]1.Br[C:26]1[CH:27]=[C:28]([CH:31]=[CH:32][CH:33]=1)[C:29]#[N:30].C1C=CC(P(C2C(C3C(P(C4C=CC=CC=4)C4C=CC=CC=4)=CC=C4C=3C=CC=C4)=C3C(C=CC=C3)=CC=2)C2C=CC=CC=2)=CC=1.C(O[Na])(C)(C)C.